From a dataset of Retrosynthesis with 50K atom-mapped reactions and 10 reaction types from USPTO. Predict the reactants needed to synthesize the given product. (1) Given the product CC(=O)c1cccnc1C(O)=C1CC(=O)N(Cc2ccc3c(c2)OCO3)C1=O, predict the reactants needed to synthesize it. The reactants are: CC1(c2cccnc2C(O)=C2CC(=O)N(Cc3ccc4c(c3)OCO4)C2=O)OCCO1. (2) Given the product CCCCc1nocc1COc1ccc(C(=O)O)cn1, predict the reactants needed to synthesize it. The reactants are: CCCCc1nocc1COc1ccc(C(=O)OC)cn1. (3) Given the product COc1ccc2[nH]c(CO)nc2c1, predict the reactants needed to synthesize it. The reactants are: COc1ccc(N)c(N)c1.O=C(O)CO.